Dataset: TCR-epitope binding with 47,182 pairs between 192 epitopes and 23,139 TCRs. Task: Binary Classification. Given a T-cell receptor sequence (or CDR3 region) and an epitope sequence, predict whether binding occurs between them. (1) The epitope is KLPDDFTGCV. The TCR CDR3 sequence is CASSQDLGVYGELFF. Result: 1 (the TCR binds to the epitope). (2) The epitope is RLDKVEAEV. The TCR CDR3 sequence is CASSYTGSSNSPLHF. Result: 0 (the TCR does not bind to the epitope). (3) The epitope is YIFFASFYY. The TCR CDR3 sequence is CSGRADTQYF. Result: 1 (the TCR binds to the epitope). (4) The epitope is LLWNGPMAV. The TCR CDR3 sequence is CASSGGSQVYMNTEAFF. Result: 0 (the TCR does not bind to the epitope). (5) The epitope is GTHWFVTQR. The TCR CDR3 sequence is CASSLAAGNTEAFF. Result: 0 (the TCR does not bind to the epitope). (6) The epitope is YLDAYNMMI. The TCR CDR3 sequence is CASSLRGNTQYF. Result: 1 (the TCR binds to the epitope). (7) The epitope is KLGGALQAK. The TCR CDR3 sequence is CASSTGPDTPPNTGELFF. Result: 0 (the TCR does not bind to the epitope). (8) The epitope is YLDAYNMMI. The TCR CDR3 sequence is CASSEYSGMSNQPQHF. Result: 1 (the TCR binds to the epitope).